Dataset: Catalyst prediction with 721,799 reactions and 888 catalyst types from USPTO. Task: Predict which catalyst facilitates the given reaction. Reactant: Br[C:2]1[N:10]([C:11]2[CH:16]=[CH:15][C:14]([Cl:17])=[CH:13][C:12]=2[Cl:18])[C:9]2[CH2:8][CH2:7][N:6]([N:19]3[CH2:24][CH2:23][CH2:22][CH2:21][CH2:20]3)[C:5](=[O:25])[C:4]=2[C:3]=1[CH3:26].[CH:27]([C:29]1[CH:34]=[CH:33][C:32](B(O)O)=[CH:31][CH:30]=1)=[O:28].C([O-])([O-])=O.[Na+].[Na+]. Product: [Cl:18][C:12]1[CH:13]=[C:14]([Cl:17])[CH:15]=[CH:16][C:11]=1[N:10]1[C:9]2[CH2:8][CH2:7][N:6]([N:19]3[CH2:20][CH2:21][CH2:22][CH2:23][CH2:24]3)[C:5](=[O:25])[C:4]=2[C:3]([CH3:26])=[C:2]1[C:32]1[CH:33]=[CH:34][C:29]([CH:27]=[O:28])=[CH:30][CH:31]=1. The catalyst class is: 564.